From a dataset of Forward reaction prediction with 1.9M reactions from USPTO patents (1976-2016). Predict the product of the given reaction. (1) The product is: [Cl:18][C:10]1[CH:11]=[CH:12][C:13]2[C:8]([CH:9]=1)=[N:7][N:6]([CH2:5][C:2]([NH:1][C:26](=[S:27])[C:25]1[CH:24]=[CH:23][C:22]([C:21]([F:20])([F:31])[F:32])=[CH:30][CH:29]=1)([C:3]#[N:4])[CH3:19])[C:14]=2[O:15][CH2:16][CH3:17]. Given the reactants [NH2:1][C:2]([CH3:19])([CH2:5][N:6]1[C:14]([O:15][CH2:16][CH3:17])=[C:13]2[C:8]([CH:9]=[C:10]([Cl:18])[CH:11]=[CH:12]2)=[N:7]1)[C:3]#[N:4].[F:20][C:21]([F:32])([F:31])[C:22]1[CH:30]=[CH:29][C:25]([C:26](Cl)=[S:27])=[CH:24][CH:23]=1, predict the reaction product. (2) Given the reactants [C:1]1([NH2:8])[C:2]([NH2:7])=[CH:3][CH:4]=[CH:5][CH:6]=1.[S:9](=O)(=[O:12])([OH:11])[OH:10], predict the reaction product. The product is: [NH2:7][C:2]1[CH:3]=[C:4]([S:9]([OH:12])(=[O:11])=[O:10])[CH:5]=[CH:6][C:1]=1[NH2:8]. (3) Given the reactants FC(F)(C1C=C2C(=CC=1)N=CC(OC)=C2)C(NNC1C=C(C2C=NN(C)C=2)C=CC=1F)=O.[F:33][C:34]([F:50])([C:38]1[CH:39]=[C:40]2[C:45](=[CH:46][CH:47]=1)[N:44]=[CH:43][C:42]([O:48][CH3:49])=[CH:41]2)[C:35]([OH:37])=O.S(Cl)(Cl)=O.C(N(CC)CC)C.[F:62][C:63]1[C:64]([NH:75][NH2:76])=[N:65][CH:66]=[C:67]([C:69]2[CH:70]=[N:71][N:72]([CH3:74])[CH:73]=2)[CH:68]=1, predict the reaction product. The product is: [F:50][C:34]([F:33])([C:38]1[CH:39]=[C:40]2[C:45](=[CH:46][CH:47]=1)[N:44]=[CH:43][C:42]([O:48][CH3:49])=[CH:41]2)[C:35]([NH:76][NH:75][C:64]1[C:63]([F:62])=[CH:68][C:67]([C:69]2[CH:70]=[N:71][N:72]([CH3:74])[CH:73]=2)=[CH:66][N:65]=1)=[O:37]. (4) Given the reactants [Cl:1][C:2]1[C:3]([C:12]2[O:13][CH:14]=[CH:15][CH:16]=2)=[N:4][C:5]([NH2:11])=[N:6][C:7]=1[S:8]([CH3:10])=O.SC[CH2:19][C:20]1[CH:25]=[CH:24][CH:23]=[CH:22][N:21]=1.C1CCN2C(=NCCC2)CC1, predict the reaction product. The product is: [Cl:1][C:2]1[C:3]([C:12]2[O:13][CH:14]=[CH:15][CH:16]=2)=[N:4][C:5]([NH2:11])=[N:6][C:7]=1[S:8][CH2:10][CH2:19][C:20]1[CH:25]=[CH:24][CH:23]=[CH:22][N:21]=1. (5) Given the reactants [CH3:1][N:2]([CH3:7])[CH2:3][CH:4]([OH:6])[CH3:5].[H-].[Na+].[NH2:10][C:11]1[N:12]=[C:13](Cl)[C:14]([C:17]#[N:18])=[N:15][CH:16]=1, predict the reaction product. The product is: [NH2:10][C:11]1[N:12]=[C:13]([O:6][CH:4]([CH3:5])[CH2:3][N:2]([CH3:7])[CH3:1])[C:14]([C:17]#[N:18])=[N:15][CH:16]=1. (6) Given the reactants Br[CH2:2][C:3]1[C:8]([CH3:9])=[CH:7][CH:6]=[CH:5][C:4]=1[N:10]1[C:14](=[O:15])[N:13]([CH3:16])[N:12]=[N:11]1.[Br:17][C:18]1[CH:23]=[CH:22][C:21]([OH:24])=[C:20]([CH2:25][CH3:26])[CH:19]=1.C(=O)([O-])[O-].[K+].[K+].C(#N)C, predict the reaction product. The product is: [Br:17][C:18]1[CH:23]=[CH:22][C:21]([O:24][CH2:2][C:3]2[C:8]([CH3:9])=[CH:7][CH:6]=[CH:5][C:4]=2[N:10]2[C:14](=[O:15])[N:13]([CH3:16])[N:12]=[N:11]2)=[C:20]([CH2:25][CH3:26])[CH:19]=1. (7) Given the reactants [Cl-].[C:2]1([C:8]2[C:20]3[C:19]4[CH2:18][CH2:17][NH2+:16][CH2:15][C:14]=4[CH:13]=[N:12][C:11]=3[NH:10][N:9]=2)[CH:7]=[CH:6][CH:5]=[CH:4][CH:3]=1.CCN(C(C)C)C(C)C.[Cl:30][CH:31]([C:35]1[CH:40]=[CH:39][CH:38]=[CH:37][CH:36]=1)[C:32](Cl)=[O:33].CN(C)C=O, predict the reaction product. The product is: [Cl:30][CH:31]([C:35]1[CH:40]=[CH:39][CH:38]=[CH:37][CH:36]=1)[C:32]([N:16]1[CH2:15][C:14]2[CH:13]=[N:12][C:11]3[NH:10][N:9]=[C:8]([C:2]4[CH:3]=[CH:4][CH:5]=[CH:6][CH:7]=4)[C:20]=3[C:19]=2[CH2:18][CH2:17]1)=[O:33]. (8) The product is: [CH2:17]([N:24]1[CH2:29][CH2:28][N:27]([C:14]([C@@H:9]2[CH2:10][CH2:11][CH2:12][CH2:13][N:8]2[C:1]([O:3][C:4]([CH3:5])([CH3:6])[CH3:7])=[O:2])=[O:16])[CH2:26][CH2:25]1)[C:18]1[CH:19]=[CH:20][CH:21]=[CH:22][CH:23]=1. Given the reactants [C:1]([N:8]1[CH2:13][CH2:12][CH2:11][CH2:10][C@H:9]1[C:14]([OH:16])=O)([O:3][C:4]([CH3:7])([CH3:6])[CH3:5])=[O:2].[CH2:17]([N:24]1[CH2:29][CH2:28][NH:27][CH2:26][CH2:25]1)[C:18]1[CH:23]=[CH:22][CH:21]=[CH:20][CH:19]=1.C(Cl)CCl, predict the reaction product. (9) Given the reactants [CH:1]1([C:4]([N:6]2[CH2:10][CH2:9][C@@H:8]([CH2:11][NH:12][C:13]3[C:14]([NH2:20])=[C:15]([CH3:19])[CH:16]=[CH:17][CH:18]=3)[CH2:7]2)=[O:5])[CH2:3][CH2:2]1.[F:21][C:22]1[CH:27]=[CH:26][C:25]([C:28]2[CH:35]=[CH:34][C:31]([CH:32]=O)=[CH:30][CH:29]=2)=[CH:24][CH:23]=1, predict the reaction product. The product is: [CH:1]1([C:4]([N:6]2[CH2:10][CH2:9][C@@H:8]([CH2:11][N:12]3[C:13]4[CH:18]=[CH:17][CH:16]=[C:15]([CH3:19])[C:14]=4[N:20]=[C:32]3[C:31]3[CH:30]=[CH:29][C:28]([C:25]4[CH:26]=[CH:27][C:22]([F:21])=[CH:23][CH:24]=4)=[CH:35][CH:34]=3)[CH2:7]2)=[O:5])[CH2:3][CH2:2]1.